Predict the reaction yield, written as a fraction of the theoretical maximum amount of product (1.0 means a 100% yield; for example, 0.34 means a 34% yield). From a dataset of Reaction yield outcomes from USPTO patents with 853,638 reactions. (1) The reactants are [OH:1][CH2:2][C@@H:3]1[C@:12]2([CH3:13])[C@H:7]([C:8]([CH3:15])([CH3:14])[CH2:9][CH2:10][CH2:11]2)[CH2:6][CH2:5][C@@:4]1([CH3:17])[OH:16].CC1C=N[C:22]2[C:31]([C:32]=1C)=[CH:30][CH:29]=[C:28]1[C:23]=2N=CC(C)=C1C.[C:36]([O-])([O-])=[O:37].[Cs+].[Cs+]. The catalyst is [Cu]I. The product is [CH3:36][O:37][C:23]1[CH:28]=[C:29]([CH:30]=[C:31]([CH3:32])[CH:22]=1)[O:1][CH2:2][C@@H:3]1[C@:12]2([CH3:13])[C@H:7]([C:8]([CH3:15])([CH3:14])[CH2:9][CH2:10][CH2:11]2)[CH2:6][CH2:5][C@@:4]1([CH3:17])[OH:16]. The yield is 0.840. (2) The reactants are [CH2:1]([O:3][C:4]1[CH:31]=[CH:30][C:7](/[CH:8]=[C:9]2/[C:10](=[O:29])[N:11]([CH2:15][C:16]3[CH:28]=[CH:27][C:19]([C:20]([O:22]C(C)(C)C)=[O:21])=[CH:18][CH:17]=3)[C:12](=[O:14])[S:13]/2)=[CH:6][CH:5]=1)[CH3:2].NCCN1C(=O)C(CC2C=CC(OCC)=CC=2)SC1=O. No catalyst specified. The product is [CH2:1]([O:3][C:4]1[CH:31]=[CH:30][C:7](/[CH:8]=[C:9]2/[C:10](=[O:29])[N:11]([CH2:15][C:16]3[CH:17]=[CH:18][C:19]([C:20]([OH:22])=[O:21])=[CH:27][CH:28]=3)[C:12](=[O:14])[S:13]/2)=[CH:6][CH:5]=1)[CH3:2]. The yield is 0.973. (3) The reactants are C([N:8]1[CH2:13][CH2:12][C:11]([C:15]([C:17]2[CH:22]=[CH:21][C:20]([F:23])=[CH:19][CH:18]=2)=[O:16])([OH:14])[CH2:10][CH2:9]1)C1C=CC=CC=1.CO. The catalyst is C(OCC)(=O)C.[Pd]. The product is [F:23][C:20]1[CH:21]=[CH:22][C:17]([C:15]([C:11]2([OH:14])[CH2:12][CH2:13][NH:8][CH2:9][CH2:10]2)=[O:16])=[CH:18][CH:19]=1. The yield is 1.00. (4) The yield is 0.950. No catalyst specified. The reactants are [OH-].[Na+].C([O:5][C:6](=[O:22])[CH:7]([CH2:13][CH2:14][C:15]([F:21])([F:20])[C:16]([Br:19])([F:18])[F:17])C(OCC)=O)C.Cl. The product is [Br:19][C:16]([F:17])([F:18])[C:15]([F:20])([F:21])[CH2:14][CH2:13][CH2:7][C:6]([OH:22])=[O:5]. (5) The product is [Br:11][C:12]1[CH:13]=[C:14]([CH:18]([N:25]2[CH:29]=[C:28]([C:30]3[C:31]4[CH:38]=[CH:37][N:36]([CH2:39][O:40][CH2:41][CH2:42][Si:43]([CH3:44])([CH3:46])[CH3:45])[C:32]=4[N:33]=[CH:34][N:35]=3)[CH:27]=[N:26]2)[CH2:19][CH:20]=[O:21])[CH:15]=[CH:16][CH:17]=1. The catalyst is CCCCCC. The reactants are [H-].C([Al+]CC(C)C)C(C)C.[Br:11][C:12]1[CH:13]=[C:14]([CH:18]([N:25]2[CH:29]=[C:28]([C:30]3[C:31]4[CH:38]=[CH:37][N:36]([CH2:39][O:40][CH2:41][CH2:42][Si:43]([CH3:46])([CH3:45])[CH3:44])[C:32]=4[N:33]=[CH:34][N:35]=3)[CH:27]=[N:26]2)[CH2:19][C:20](OCC)=[O:21])[CH:15]=[CH:16][CH:17]=1.C(Cl)Cl. The yield is 0.700. (6) The reactants are [CH3:1][C:2]1[C:7]([OH:8])=[C:6]([CH3:9])[CH:5]=[CH:4][C:3]=1[OH:10].I[CH3:12]. No catalyst specified. The product is [CH3:12][O:10][C:3]1[C:2]([CH3:1])=[C:7]([OH:8])[C:6]([CH3:9])=[CH:5][CH:4]=1. The yield is 0.550.